Dataset: Full USPTO retrosynthesis dataset with 1.9M reactions from patents (1976-2016). Task: Predict the reactants needed to synthesize the given product. (1) Given the product [CH2:15]([O:14][CH2:13][CH:10]1[CH2:11][CH2:12][C:7]2([O:6][CH2:5][CH2:4][O:3]2)[CH2:8][CH2:9]1)[C:16]1[CH:21]=[CH:20][CH:19]=[CH:18][CH:17]=1, predict the reactants needed to synthesize it. The reactants are: [H-].[Na+].[O:3]1[C:7]2([CH2:12][CH2:11][CH:10]([CH2:13][OH:14])[CH2:9][CH2:8]2)[O:6][CH2:5][CH2:4]1.[CH2:15](Br)[C:16]1[CH:21]=[CH:20][CH:19]=[CH:18][CH:17]=1.O. (2) Given the product [NH2:30][C:26]1[CH:25]=[C:24]([CH:29]=[CH:28][CH:27]=1)[O:23][C:4]1[C:3]([O:2][CH3:1])=[CH:8][N:7]=[C:6]([NH:9][C:10]2[CH:11]=[CH:12][C:13]([N:16]3[CH2:21][CH2:20][N:19]([CH3:22])[CH2:18][CH2:17]3)=[CH:14][CH:15]=2)[N:5]=1, predict the reactants needed to synthesize it. The reactants are: [CH3:1][O:2][C:3]1[C:4]([O:23][C:24]2[CH:29]=[CH:28][CH:27]=[C:26]([N+:30]([O-])=O)[CH:25]=2)=[N:5][C:6]([NH:9][C:10]2[CH:15]=[CH:14][C:13]([N:16]3[CH2:21][CH2:20][N:19]([CH3:22])[CH2:18][CH2:17]3)=[CH:12][CH:11]=2)=[N:7][CH:8]=1.[H][H]. (3) Given the product [CH2:16]([N:18]([CH2:19][CH2:20][CH3:21])[C:5]([CH3:7])([CH3:6])[C:3]([C:8]1[CH:13]=[CH:12][C:11]([S:14][CH3:15])=[CH:10][CH:9]=1)=[O:4])[CH3:17], predict the reactants needed to synthesize it. The reactants are: CO[C:3]1([C:8]2[CH:13]=[CH:12][C:11]([S:14][CH3:15])=[CH:10][CH:9]=2)[C:5]([CH3:7])([CH3:6])[O:4]1.[CH2:16]([NH:18][CH2:19][CH2:20][CH3:21])[CH3:17].CSC1C=CC(C(C2(N3CCCC3)CCCCC2)=O)=CC=1. (4) Given the product [C:1]([O:5][C:6]([C:8]1[CH:9]=[C:10]([C:22]#[C:23][C:24]2[CH:25]=[CH:26][C:27]([CH2:30][C:31]([OH:33])=[O:32])=[CH:28][CH:29]=2)[CH:11]=[C:12]2[C:17]=1[O:16][C:15]([CH3:18])([CH3:19])[CH2:14][C:13]2([CH3:21])[CH3:20])=[O:7])([CH3:2])([CH3:3])[CH3:4], predict the reactants needed to synthesize it. The reactants are: [C:1]([O:5][C:6]([C:8]1[CH:9]=[C:10]([C:22]#[C:23][C:24]2[CH:29]=[CH:28][C:27]([CH2:30][C:31]([O:33]C)=[O:32])=[CH:26][CH:25]=2)[CH:11]=[C:12]2[C:17]=1[O:16][C:15]([CH3:19])([CH3:18])[CH2:14][C:13]2([CH3:21])[CH3:20])=[O:7])([CH3:4])([CH3:3])[CH3:2].[OH-].[Li+].Cl. (5) Given the product [NH2:1][C:4]1[CH:5]=[CH:6][C:7]([C:8]([NH:10][C:11]2[CH:12]=[CH:13][C:14]3[N:18]=[CH:17][N:16]([CH:19]([C:26]4[CH:31]=[CH:30][CH:29]=[CH:28][CH:27]=4)[CH2:20][C:21]([O:23][CH2:24][CH3:25])=[O:22])[C:15]=3[CH:32]=2)=[O:9])=[CH:33][CH:34]=1, predict the reactants needed to synthesize it. The reactants are: [N+:1]([C:4]1[CH:34]=[CH:33][C:7]([C:8]([NH:10][C:11]2[CH:12]=[CH:13][C:14]3[N:18]=[CH:17][N:16]([CH:19]([C:26]4[CH:31]=[CH:30][CH:29]=[CH:28][CH:27]=4)[CH2:20][C:21]([O:23][CH2:24][CH3:25])=[O:22])[C:15]=3[CH:32]=2)=[O:9])=[CH:6][CH:5]=1)([O-])=O.C([O-])=O.[NH4+]. (6) Given the product [CH2:12]([NH:11][C:8]1[CH:9]=[CH:10][C:5]2[N:6]([C:2]([C:24]3[CH:29]=[CH:28][C:27]([C:30]4[NH:34][C:33](=[O:35])[O:32][N:31]=4)=[CH:26][CH:25]=3)=[CH:3][N:4]=2)[N:7]=1)[CH2:13][CH2:14][CH3:15], predict the reactants needed to synthesize it. The reactants are: Br[C:2]1[N:6]2[N:7]=[C:8]([NH:11][CH2:12][CH2:13][CH2:14][CH3:15])[CH:9]=[CH:10][C:5]2=[N:4][CH:3]=1.CC1(C)C(C)(C)OB([C:24]2[CH:29]=[CH:28][C:27]([C:30]3[NH:34][C:33](=[O:35])[O:32][N:31]=3)=[CH:26][CH:25]=2)O1.